Dataset: Full USPTO retrosynthesis dataset with 1.9M reactions from patents (1976-2016). Task: Predict the reactants needed to synthesize the given product. The reactants are: [CH3:1][N:2]1[CH:6]=[C:5]([CH2:7][N:8]2[CH2:13][CH2:12][CH:11]([C:14]3[CH:36]=[CH:35][C:17]([C:18]([NH:20][C:21]4[CH:26]=[CH:25][CH:24]=[CH:23][C:22]=4[NH:27]C(=O)OC(C)(C)C)=[O:19])=[CH:16][CH:15]=3)[CH2:10][CH2:9]2)[C:4]([CH3:37])=[N:3]1.Cl.[OH-].[Na+]. Given the product [NH2:27][C:22]1[CH:23]=[CH:24][CH:25]=[CH:26][C:21]=1[NH:20][C:18](=[O:19])[C:17]1[CH:35]=[CH:36][C:14]([CH:11]2[CH2:10][CH2:9][N:8]([CH2:7][C:5]3[C:4]([CH3:37])=[N:3][N:2]([CH3:1])[CH:6]=3)[CH2:13][CH2:12]2)=[CH:15][CH:16]=1, predict the reactants needed to synthesize it.